The task is: Regression. Given two drug SMILES strings and cell line genomic features, predict the synergy score measuring deviation from expected non-interaction effect.. This data is from NCI-60 drug combinations with 297,098 pairs across 59 cell lines. Drug 1: CCN(CC)CCCC(C)NC1=C2C=C(C=CC2=NC3=C1C=CC(=C3)Cl)OC. Drug 2: CC(C)CN1C=NC2=C1C3=CC=CC=C3N=C2N. Cell line: HCT116. Synergy scores: CSS=55.9, Synergy_ZIP=20.5, Synergy_Bliss=13.6, Synergy_Loewe=16.8, Synergy_HSA=15.9.